From a dataset of Catalyst prediction with 721,799 reactions and 888 catalyst types from USPTO. Predict which catalyst facilitates the given reaction. (1) Reactant: [CH3:1][O:2][C:3](=[O:17])[C:4]([C:6]1[CH:11]=[CH:10][C:9]([S:12]([CH3:15])(=[O:14])=[O:13])=[C:8]([Cl:16])[CH:7]=1)=O.Cl.[CH:19]([O:22][NH2:23])([CH3:21])[CH3:20]. Product: [CH3:1][O:2][C:3](=[O:17])/[C:4](/[C:6]1[CH:11]=[CH:10][C:9]([S:12]([CH3:15])(=[O:14])=[O:13])=[C:8]([Cl:16])[CH:7]=1)=[N:23]/[O:22][CH:19]([CH3:21])[CH3:20]. The catalyst class is: 5. (2) Reactant: OC1O[C@H](C)[C@H](O)C[C@H]1O.[C:11]([C:13]1[CH:18]=[CH:17][C:16]([OH:19])=[CH:15][CH:14]=1)#[N:12].C([O-])([O-])=O.[K+].[K+].[F:26][C:27]1[CH:28]=[C:29]([CH:32]=[CH:33][CH:34]=1)[CH2:30]Br. Product: [F:26][C:27]1[CH:28]=[C:29]([CH:32]=[CH:33][CH:34]=1)[CH2:30][O:19][C:16]1[CH:17]=[CH:18][C:13]([C:11]#[N:12])=[CH:14][CH:15]=1. The catalyst class is: 21. (3) Reactant: [CH3:1][CH:2]([CH3:27])[CH2:3][NH:4][C:5]([CH:7]1[CH2:12][CH2:11][N:10]([CH:13]2[CH2:19][CH2:18][CH2:17][N:16](C(OC(C)(C)C)=O)[CH2:15][CH2:14]2)[CH2:9][CH2:8]1)=[O:6].[C:28]([OH:34])([C:30]([F:33])([F:32])[F:31])=[O:29]. Product: [OH:34][C:28]([C:30]([F:33])([F:32])[F:31])=[O:29].[NH:16]1[CH2:17][CH2:18][CH2:19][CH:13]([N:10]2[CH2:11][CH2:12][CH:7]([C:5]([NH:4][CH2:3][CH:2]([CH3:27])[CH3:1])=[O:6])[CH2:8][CH2:9]2)[CH2:14][CH2:15]1. The catalyst class is: 2. (4) Reactant: F[C:2]1[N:7]=[C:6]([C:8]2[NH:17][C:16](=[O:18])[C:15]3[C:10](=[CH:11][C:12]([O:21][CH3:22])=[CH:13][C:14]=3[O:19][CH3:20])[N:9]=2)[CH:5]=[CH:4][CH:3]=1.C([O-])([O-])=O.[K+].[K+].[CH2:29]([N:33]1[CH2:38][CH2:37][NH:36][CH2:35][CH2:34]1)[CH:30]([CH3:32])[CH3:31].CN(C)C(=O)C. Product: [CH2:29]([N:33]1[CH2:38][CH2:37][N:36]([C:2]2[N:7]=[C:6]([C:8]3[NH:17][C:16](=[O:18])[C:15]4[C:10](=[CH:11][C:12]([O:21][CH3:22])=[CH:13][C:14]=4[O:19][CH3:20])[N:9]=3)[CH:5]=[CH:4][CH:3]=2)[CH2:35][CH2:34]1)[CH:30]([CH3:32])[CH3:31]. The catalyst class is: 42. (5) Reactant: [F:1][C:2]1[CH:31]=[CH:30][CH:29]=[C:28]([F:32])[C:3]=1[C:4]([NH:6][C:7]([NH:9][C:10]1[CH:15]=[CH:14][C:13]([S:16][C:17]([F:26])([C:22]([F:25])([F:24])[F:23])[C:18]([F:21])([F:20])[F:19])=[CH:12][C:11]=1[F:27])=[O:8])=[O:5].[OH-].[Na+].Cl[CH:36]([O:38][CH:39](Cl)Cl)Cl.[Cl-].[NH4+]. Product: [F:1][C:2]1[CH:31]=[CH:30][CH:29]=[C:28]([F:32])[C:3]=1[C:4]([N:6]1[C:7](=[O:8])[N:9]([C:10]2[CH:15]=[CH:14][C:13]([S:16][C:17]([F:26])([C:22]([F:24])([F:23])[F:25])[C:18]([F:20])([F:19])[F:21])=[CH:12][C:11]=2[F:27])[CH2:39][O:38][CH2:36]1)=[O:5]. The catalyst class is: 264. (6) Reactant: [C:1]([O:5][C:6]([N:8]1[CH2:13][CH2:12][CH:11]([OH:14])[CH2:10][CH2:9]1)=[O:7])([CH3:4])([CH3:3])[CH3:2].O[C:16]1[CH:23]=[CH:22][C:19]([CH:20]=[O:21])=[CH:18][CH:17]=1.C1(P(C2C=CC=CC=2)C2C=CC=CC=2)C=CC=CC=1.C(OCC)(=O)C. Product: [C:1]([O:5][C:6]([N:8]1[CH2:13][CH2:12][CH:11]([O:14][C:16]2[CH:23]=[CH:22][C:19]([CH:20]=[O:21])=[CH:18][CH:17]=2)[CH2:10][CH2:9]1)=[O:7])([CH3:4])([CH3:2])[CH3:3]. The catalyst class is: 1. (7) Reactant: [N+:1]([C:4]1[CH:5]=[C:6]([S:10](Cl)(=[O:12])=[O:11])[CH:7]=[CH:8][CH:9]=1)([O-:3])=[O:2].[NH2:14][C:15]1[CH:20]=[CH:19][CH:18]=[CH:17][CH:16]=1.C(=O)([O-])[O-].[K+].[K+]. Product: [N+:1]([C:4]1[CH:5]=[C:6]([S:10]([NH:14][C:15]2[CH:20]=[CH:19][CH:18]=[CH:17][CH:16]=2)(=[O:12])=[O:11])[CH:7]=[CH:8][CH:9]=1)([O-:3])=[O:2]. The catalyst class is: 1. (8) Reactant: [Cl:1][C:2]1[CH:3]=[C:4]2[C:9](=[CH:10][C:11]=1[O:12][C:13]1[CH:21]=[CH:20][C:16]([C:17]([OH:19])=O)=[CH:15][CH:14]=1)[O:8][CH2:7][CH2:6][CH:5]2[C:22]([O:24][CH2:25][CH3:26])=[O:23].C(N(C(C)C)C(C)C)C.S(O)(O)(=O)=O.[CH3:41][O:42][C:43]1[CH:48]=[C:47]([O:49][CH3:50])[CH:46]=[CH:45][C:44]=1[CH2:51][CH2:52][NH2:53].COC1C=C(OC)C=CC=1CCN.Cl.C(N=C=NCCCN(C)C)C.N1C2C(=NC=CC=2)N(O)N=1. Product: [Cl:1][C:2]1[CH:3]=[C:4]2[C:9](=[CH:10][C:11]=1[O:12][C:13]1[CH:14]=[CH:15][C:16]([C:17](=[O:19])[NH:53][CH2:52][CH2:51][C:44]3[CH:45]=[CH:46][C:47]([O:49][CH3:50])=[CH:48][C:43]=3[O:42][CH3:41])=[CH:20][CH:21]=1)[O:8][CH2:7][CH2:6][CH:5]2[C:22]([O:24][CH2:25][CH3:26])=[O:23]. The catalyst class is: 3.